This data is from Peptide-MHC class I binding affinity with 185,985 pairs from IEDB/IMGT. The task is: Regression. Given a peptide amino acid sequence and an MHC pseudo amino acid sequence, predict their binding affinity value. This is MHC class I binding data. (1) The peptide sequence is VVFEDGLPR. The MHC is HLA-B27:05 with pseudo-sequence HLA-B27:05. The binding affinity (normalized) is 0.0847. (2) The peptide sequence is RVYKNYDPR. The MHC is HLA-B18:01 with pseudo-sequence HLA-B18:01. The binding affinity (normalized) is 0.0847. (3) The peptide sequence is IIANARIEV. The MHC is HLA-B27:05 with pseudo-sequence HLA-B27:05. The binding affinity (normalized) is 0.0847. (4) The peptide sequence is GRWPITHL. The MHC is HLA-B27:05 with pseudo-sequence HLA-B27:05. The binding affinity (normalized) is 0.589. (5) The peptide sequence is RIVMDNDDNI. The MHC is HLA-A02:01 with pseudo-sequence HLA-A02:01. The binding affinity (normalized) is 0.